This data is from Peptide-MHC class II binding affinity with 134,281 pairs from IEDB. The task is: Regression. Given a peptide amino acid sequence and an MHC pseudo amino acid sequence, predict their binding affinity value. This is MHC class II binding data. (1) The peptide sequence is TLTAFGFASADLIEI. The MHC is DRB1_1501 with pseudo-sequence DRB1_1501. The binding affinity (normalized) is 0.703. (2) The peptide sequence is APSGRIVMELYADVV. The MHC is HLA-DPA10103-DPB10301 with pseudo-sequence HLA-DPA10103-DPB10301. The binding affinity (normalized) is 0.408. (3) The peptide sequence is PTIGVGGNFAGGGFG. The MHC is DRB3_0101 with pseudo-sequence DRB3_0101. The binding affinity (normalized) is 0. (4) The peptide sequence is INEPTAAAIAYGLCR. The MHC is HLA-DQA10501-DQB10301 with pseudo-sequence HLA-DQA10501-DQB10301. The binding affinity (normalized) is 0.685.